From a dataset of Catalyst prediction with 721,799 reactions and 888 catalyst types from USPTO. Predict which catalyst facilitates the given reaction. (1) Reactant: [C:1]1([CH2:7][O:8][C:9]2[CH:10]=[C:11]([OH:15])[CH:12]=[N:13][CH:14]=2)[CH:6]=[CH:5][CH:4]=[CH:3][CH:2]=1.[H-].[Na+].[Cl:18][CH2:19][CH2:20][CH2:21]I.[Na+].[Cl-]. Product: [Cl:18][CH2:19][CH2:20][CH2:21][O:15][C:11]1[CH:10]=[C:9]([O:8][CH2:7][C:1]2[CH:2]=[CH:3][CH:4]=[CH:5][CH:6]=2)[CH:14]=[N:13][CH:12]=1. The catalyst class is: 35. (2) Reactant: C([N:8]1[CH2:19][CH2:18][C:11]2[N:12]=[C:13](Cl)[N:14]=[C:15](Cl)[C:10]=2[CH2:9]1)C1C=CC=CC=1.Cl.Cl.C[C@H]1CN[C@H](C)CN1.CCN(C(C)C)C(C)C.CC(O)C. Product: [N:12]1[C:11]2[CH2:18][CH2:19][NH:8][CH2:9][C:10]=2[CH:15]=[N:14][CH:13]=1. The catalyst class is: 27.